From a dataset of Choline transporter screen with 302,306 compounds. Binary Classification. Given a drug SMILES string, predict its activity (active/inactive) in a high-throughput screening assay against a specified biological target. (1) The molecule is O=C(NCc1cccnc1)c1n2c(nc1C)cccc2. The result is 0 (inactive). (2) The result is 0 (inactive). The molecule is O=C(N1CCCCCC1)c1nc2n(c1CNCCn1nccc1)ccc(c2)C. (3) The molecule is s1c2c(nc1NNC(=O)CC)c(F)ccc2. The result is 0 (inactive).